Dataset: Full USPTO retrosynthesis dataset with 1.9M reactions from patents (1976-2016). Task: Predict the reactants needed to synthesize the given product. (1) Given the product [CH2:1]([N:8]1[CH2:12][C@H:11]([O:13][Si:14]([C:17]([CH3:18])([CH3:20])[CH3:19])([CH3:15])[CH3:16])[C@H:10]([NH:21][C:27]([O:26][C:22]([CH3:25])([CH3:24])[CH3:23])=[O:28])[CH2:9]1)[C:2]1[CH:3]=[CH:4][CH:5]=[CH:6][CH:7]=1, predict the reactants needed to synthesize it. The reactants are: [CH2:1]([N:8]1[CH2:12][C@H:11]([O:13][Si:14]([C:17]([CH3:20])([CH3:19])[CH3:18])([CH3:16])[CH3:15])[C@H:10]([NH2:21])[CH2:9]1)[C:2]1[CH:7]=[CH:6][CH:5]=[CH:4][CH:3]=1.[C:22]([O:26][C:27](O[C:27]([O:26][C:22]([CH3:25])([CH3:24])[CH3:23])=[O:28])=[O:28])([CH3:25])([CH3:24])[CH3:23]. (2) Given the product [CH3:22][O:21][C:20]1[N:19]=[C:18]([N:23]2[CH2:28][CH2:27][O:26][CH2:25][CH2:24]2)[N:17]=[C:16]([NH:29][C@@H:30]2[CH2:35][CH2:34][CH2:33][N:32]([C:36]([O:38][C:39]([CH3:42])([CH3:41])[CH3:40])=[O:37])[CH2:31]2)[C:15]=1[C:9]1[S:10][C:6]2[CH:5]=[CH:4][C:3]([C:2]([F:1])([F:12])[F:13])=[CH:11][C:7]=2[N:8]=1, predict the reactants needed to synthesize it. The reactants are: [F:1][C:2]([F:13])([F:12])[C:3]1[CH:4]=[CH:5][C:6]2[S:10][CH:9]=[N:8][C:7]=2[CH:11]=1.I[C:15]1[C:16]([NH:29][CH:30]2[CH2:35][CH2:34][CH2:33][N:32]([C:36]([O:38][C:39]([CH3:42])([CH3:41])[CH3:40])=[O:37])[CH2:31]2)=[N:17][C:18]([N:23]2[CH2:28][CH2:27][O:26][CH2:25][CH2:24]2)=[N:19][C:20]=1[O:21][CH3:22].C(=O)([O-])[O-].[Cs+].[Cs+].